Dataset: Reaction yield outcomes from USPTO patents with 853,638 reactions. Task: Predict the reaction yield, written as a fraction of the theoretical maximum amount of product (1.0 means a 100% yield; for example, 0.34 means a 34% yield). (1) The reactants are [NH2:1][C:2]1[N:6]([C:7]2[CH:12]=[N:11][CH:10]=[CH:9][N:8]=2)[NH:5][C:4](=[O:13])[C:3]=1[CH3:14].C([O-])([O-])=O.[K+].[K+].Br[CH2:22][CH3:23].O. The catalyst is CN(C=O)C. The product is [CH2:22]([O:13][C:4]1[C:3]([CH3:14])=[C:2]([NH2:1])[N:6]([C:7]2[CH:12]=[N:11][CH:10]=[CH:9][N:8]=2)[N:5]=1)[CH3:23]. The yield is 0.450. (2) The reactants are [OH:1][N:2]1[C:7](=[O:8])[C:6]([CH2:9][C:10]2[CH:15]=[CH:14][C:13]([C:16]3[C:17]([C:22]#[N:23])=[CH:18][CH:19]=[CH:20][CH:21]=3)=[CH:12][CH:11]=2)=[C:5]([CH2:24][CH2:25][CH3:26])[N:4]=[C:3]1[CH3:27].[C:28]1(P(C2C=CC=CC=2)C2C=CC=CC=2)[CH:33]=CC=C[CH:29]=1.N(C(OC(C)C)=O)=NC(OC(C)C)=O.[C:61]([O:64][CH2:65][CH3:66])(=O)[CH3:62]. The catalyst is O1CCCC1.O. The product is [CH3:62][C@@H:61]1[CH2:33][CH:28]([O:1][N:2]2[C:7](=[O:8])[C:6]([CH2:9][C:10]3[CH:11]=[CH:12][C:13]([C:16]4[C:17]([C:22]#[N:23])=[CH:18][CH:19]=[CH:20][CH:21]=4)=[CH:14][CH:15]=3)=[C:5]([CH2:24][CH2:25][CH3:26])[N:4]=[C:3]2[CH3:27])[CH2:29][C@H:65]([CH3:66])[O:64]1. The yield is 0.950. (3) The reactants are [F:1][C:2]1[CH:7]=[CH:6][C:5]([N:8]2[CH:13]=[CH:12][N:11]3[N:14]=[C:15]([CH2:17][O:18][C:19]4[CH:24]=[CH:23][CH:22]=[CH:21][CH:20]=4)[N:16]=[C:10]3[C:9]2=[O:25])=[CH:4][CH:3]=1. The catalyst is C(Cl)Cl.CO.[Pd]. The product is [F:1][C:2]1[CH:3]=[CH:4][C:5]([N:8]2[CH2:13][CH2:12][N:11]3[N:14]=[C:15]([CH2:17][O:18][C:19]4[CH:24]=[CH:23][CH:22]=[CH:21][CH:20]=4)[N:16]=[C:10]3[C:9]2=[O:25])=[CH:6][CH:7]=1. The yield is 0.0600. (4) The product is [Cl:1][C:2]1[CH:3]=[C:4]2[C:9](=[CH:10][C:11]=1[O:12][C:13]1[CH:18]=[CH:17][C:16]([C:19](=[O:30])[NH:20][CH2:21][CH2:22][C:23]3[CH:24]=[CH:25][C:26]([Cl:29])=[CH:27][CH:28]=3)=[CH:15][C:14]=1[CH3:31])[O:8][CH2:7][CH2:6][CH:5]2[C:32]([OH:34])=[O:33]. The reactants are [Cl:1][C:2]1[CH:3]=[C:4]2[C:9](=[CH:10][C:11]=1[O:12][C:13]1[CH:18]=[CH:17][C:16]([C:19](=[O:30])[NH:20][CH2:21][CH2:22][C:23]3[CH:28]=[CH:27][C:26]([Cl:29])=[CH:25][CH:24]=3)=[CH:15][C:14]=1[CH3:31])[O:8][CH2:7][CH2:6][CH:5]2[C:32]([O:34]CC)=[O:33].[OH-].[Na+]. The catalyst is C1COCC1.C(O)C. The yield is 0.530.